This data is from Full USPTO retrosynthesis dataset with 1.9M reactions from patents (1976-2016). The task is: Predict the reactants needed to synthesize the given product. (1) Given the product [CH3:22][O:21][C:19](=[O:20])[CH2:18][C:15]1[CH:14]=[CH:13][C:12]([NH:11][CH:1]=[O:3])=[CH:17][CH:16]=1, predict the reactants needed to synthesize it. The reactants are: [C:1](OC(=O)C)(=[O:3])C.C(O)=O.[NH2:11][C:12]1[CH:17]=[CH:16][C:15]([CH2:18][C:19]([O:21][CH3:22])=[O:20])=[CH:14][CH:13]=1. (2) Given the product [CH3:3][C:8]1[S:13][C:9]([C:10]2[CH:19]=[CH:20][N:15]=[CH:16][CH:12]=2)=[N:6][C:7]=1[OH:23], predict the reactants needed to synthesize it. The reactants are: C([C:3]1[CH:8]=[CH:7][N:6]=CC=1)#N.[C:9](O)(=[S:13])[CH:10]([CH3:12])O.[N:15]1[CH:20]=[CH:19]C=C[CH:16]=1.CC[OH:23].